From a dataset of Catalyst prediction with 721,799 reactions and 888 catalyst types from USPTO. Predict which catalyst facilitates the given reaction. (1) Product: [N:32]1([C:2]2[CH:7]=[C:6]([C:8]([F:10])([F:11])[F:9])[CH:5]=[CH:4][C:3]=2[C:12]2[CH:21]=[CH:20][CH:19]=[C:18]3[C:13]=2[CH:14]=[CH:15][C:16]([S:22]([NH:25][C:26]2[CH:31]=[CH:30][N:29]=[CH:28][N:27]=2)(=[O:23])=[O:24])=[CH:17]3)[CH:36]=[CH:35][N:34]=[CH:33]1. Reactant: F[C:2]1[CH:7]=[C:6]([C:8]([F:11])([F:10])[F:9])[CH:5]=[CH:4][C:3]=1[C:12]1[CH:21]=[CH:20][CH:19]=[C:18]2[C:13]=1[CH:14]=[CH:15][C:16]([S:22]([NH:25][C:26]1[CH:31]=[CH:30][N:29]=[CH:28][N:27]=1)(=[O:24])=[O:23])=[CH:17]2.[NH:32]1[CH:36]=[CH:35][N:34]=[CH:33]1.CC(C)([O-])C.[Li+].C(O)(=O)CC(CC(O)=O)(C(O)=O)O. The catalyst class is: 12. (2) Reactant: [CH2:1]([O:8][C:9]([NH:11][C:12]([CH3:17])([CH3:16])[C:13]([OH:15])=[O:14])=[O:10])[C:2]1[CH:7]=[CH:6][CH:5]=[CH:4][CH:3]=1.[CH2:18](O)[CH3:19].C1(C)C=CC(S(O)(=O)=O)=CC=1. Product: [CH2:1]([O:8][C:9]([NH:11][C:12]([CH3:17])([CH3:16])[C:13]([O:15][CH2:18][CH3:19])=[O:14])=[O:10])[C:2]1[CH:3]=[CH:4][CH:5]=[CH:6][CH:7]=1. The catalyst class is: 11. (3) The catalyst class is: 4. Reactant: [C:1]1([N:7]2[C:11]3([CH2:16][CH2:15][NH:14][CH2:13][CH2:12]3)[C:10](=[O:17])[NH:9][CH2:8]2)[CH:6]=[CH:5][CH:4]=[CH:3][CH:2]=1.C(N(C(C)C)CCN)(C)C.[C:28](O[C:28]([O:30][C:31]([CH3:34])([CH3:33])[CH3:32])=[O:29])([O:30][C:31]([CH3:34])([CH3:33])[CH3:32])=[O:29]. Product: [O:17]=[C:10]1[C:11]2([CH2:12][CH2:13][N:14]([C:28]([O:30][C:31]([CH3:34])([CH3:33])[CH3:32])=[O:29])[CH2:15][CH2:16]2)[N:7]([C:1]2[CH:2]=[CH:3][CH:4]=[CH:5][CH:6]=2)[CH2:8][NH:9]1. (4) Reactant: [N+:1]([C:4]1[CH:5]=[C:6]2[C:10](=[CH:11][CH:12]=1)[NH:9][N:8]=[C:7]2[C:13]([OH:15])=O)([O-:3])=[O:2].[NH2:16][C:17]1[CH:22]=[CH:21][C:20]([CH2:23][S:24]([NH:27][CH3:28])(=[O:26])=[O:25])=[CH:19][CH:18]=1.C(N(CC)C(C)C)(C)C. Product: [CH3:28][NH:27][S:24]([CH2:23][C:20]1[CH:21]=[CH:22][C:17]([NH:16][C:13]([C:7]2[C:6]3[C:10](=[CH:11][CH:12]=[C:4]([N+:1]([O-:3])=[O:2])[CH:5]=3)[NH:9][N:8]=2)=[O:15])=[CH:18][CH:19]=1)(=[O:25])=[O:26]. The catalyst class is: 4. (5) Reactant: Br[C:2]1[CH:3]=[N:4][C:5]([CH:8]2[CH2:12][CH2:11][N:10]([CH2:13][CH2:14][CH3:15])[CH2:9]2)=[N:6][CH:7]=1.C1C=CC(P(C2C(C3C(P(C4C=CC=CC=4)C4C=CC=CC=4)=CC=C4C=3C=CC=C4)=C3C(C=CC=C3)=CC=2)C2C=CC=CC=2)=CC=1.CC([O-])(C)C.[Na+].C(=[NH:81])(C1C=CC=CC=1)C1C=CC=CC=1. Product: [CH2:13]([N:10]1[CH2:11][CH2:12][CH:8]([C:5]2[N:4]=[CH:3][C:2]([NH2:81])=[CH:7][N:6]=2)[CH2:9]1)[CH2:14][CH3:15]. The catalyst class is: 187. (6) Reactant: Br[C:2]1[CH:7]=[CH:6][C:5]([CH2:8][C:9]([O:11][CH2:12][CH3:13])=[O:10])=[CH:4][CH:3]=1.[B:14]1([B:14]2[O:18][C:17]([CH3:20])([CH3:19])[C:16]([CH3:22])([CH3:21])[O:15]2)[O:18][C:17]([CH3:20])([CH3:19])[C:16]([CH3:22])([CH3:21])[O:15]1.C([O-])(=O)C.[K+]. Product: [CH3:21][C:16]1([CH3:22])[C:17]([CH3:20])([CH3:19])[O:18][B:14]([C:2]2[CH:7]=[CH:6][C:5]([CH2:8][C:9]([O:11][CH2:12][CH3:13])=[O:10])=[CH:4][CH:3]=2)[O:15]1. The catalyst class is: 368.